This data is from NCI-60 drug combinations with 297,098 pairs across 59 cell lines. The task is: Regression. Given two drug SMILES strings and cell line genomic features, predict the synergy score measuring deviation from expected non-interaction effect. (1) Drug 1: CC1=C2C(C(=O)C3(C(CC4C(C3C(C(C2(C)C)(CC1OC(=O)C(C(C5=CC=CC=C5)NC(=O)OC(C)(C)C)O)O)OC(=O)C6=CC=CC=C6)(CO4)OC(=O)C)OC)C)OC. Drug 2: C(CCl)NC(=O)N(CCCl)N=O. Cell line: ACHN. Synergy scores: CSS=35.6, Synergy_ZIP=2.90, Synergy_Bliss=2.57, Synergy_Loewe=-22.5, Synergy_HSA=1.69. (2) Drug 1: C1=CC(=CC=C1CCCC(=O)O)N(CCCl)CCCl. Drug 2: CCCS(=O)(=O)NC1=C(C(=C(C=C1)F)C(=O)C2=CNC3=C2C=C(C=N3)C4=CC=C(C=C4)Cl)F. Cell line: 786-0. Synergy scores: CSS=40.0, Synergy_ZIP=-1.94, Synergy_Bliss=-7.16, Synergy_Loewe=-4.10, Synergy_HSA=-6.24. (3) Drug 1: CCC(=C(C1=CC=CC=C1)C2=CC=C(C=C2)OCCN(C)C)C3=CC=CC=C3.C(C(=O)O)C(CC(=O)O)(C(=O)O)O. Drug 2: CC(C)(C#N)C1=CC(=CC(=C1)CN2C=NC=N2)C(C)(C)C#N. Cell line: ACHN. Synergy scores: CSS=0.139, Synergy_ZIP=-1.22, Synergy_Bliss=-3.06, Synergy_Loewe=-26.8, Synergy_HSA=-3.24.